This data is from Peptide-MHC class II binding affinity with 134,281 pairs from IEDB. The task is: Regression. Given a peptide amino acid sequence and an MHC pseudo amino acid sequence, predict their binding affinity value. This is MHC class II binding data. (1) The peptide sequence is YWFAPGAGAAPLSWS. The MHC is HLA-DPA10103-DPB10201 with pseudo-sequence HLA-DPA10103-DPB10201. The binding affinity (normalized) is 0.155. (2) The peptide sequence is WEALKYLWNLLQYWGQELK. The MHC is DRB1_0101 with pseudo-sequence DRB1_0101. The binding affinity (normalized) is 0.616. (3) The peptide sequence is NPRQAYANYRDIDLG. The MHC is HLA-DQA10102-DQB10602 with pseudo-sequence HLA-DQA10102-DQB10602. The binding affinity (normalized) is 0.213. (4) The peptide sequence is TVWAQSADFPQFKPE. The MHC is HLA-DQA10102-DQB10502 with pseudo-sequence HLA-DQA10102-DQB10502. The binding affinity (normalized) is 0.219.